From a dataset of Experimentally validated miRNA-target interactions with 360,000+ pairs, plus equal number of negative samples. Binary Classification. Given a miRNA mature sequence and a target amino acid sequence, predict their likelihood of interaction. (1) The miRNA is hsa-miR-635 with sequence ACUUGGGCACUGAAACAAUGUCC. The protein sequence of the target gene is MLSVRVAAAVARALPRRAGLVSKNALGSSFVGARNLHASNTRLQKTGTAEMSSILEERILGADTSVDLEETGRVLSIGDGIARVHGLRNVQAEEMVEFSSGLKGMSLNLEPDNVGVVVFGNDKLIKEGDVVKRTGAIVDVPVGEELLGRVVDALGNAIDGKGPIGSKTRRRVGLKAPGIIPRISVREPMQTGIKAVDSLVPIGRGQRELIIGDRQTGKTSIAIDTIINQKRFNDGTDEKKKLYCIYVAIGQKRSTVAQLVKRLTDADAMKYTIVVSATASDAAPLQYLAPYSGCSMGEYF.... Result: 0 (no interaction). (2) The miRNA is ath-miR837-3p with sequence AAACGAACAAAAAACUGAUGG. The protein sequence of the target gene is MESRDPAQPMSPGEATQSGARPADRYGLLKHSREFLDFFWDIAKPEQETRLAATEKLLEYLRGRPKGSEMKYALKRLITGLGVGRETARPCYSLALAQLLQSFEDLPLCSILQQIQEKYDLHQVKKAMLRPALFANLFGVLALFQSGRLVKDQEALMKSVKLLQALAQYQNHLQEQPRKALVDILSEVSKATLQEILPEVLKADLNIILSSPEQLELFLLAQQKVPSKLKKLVGSVNLFSDENVPRLVNVLKMAASSVKKDRKLPAIALDLLRLALKEDKFPRFWKEVVEQGLLKMQFWP.... Result: 0 (no interaction). (3) The miRNA is hsa-miR-548a-3p with sequence CAAAACUGGCAAUUACUUUUGC. The protein sequence of the target gene is MALALAALAAVEPACGSGYQQLQNEEEPGEPEQTAGDAPPPYSSITAESAAYFDYKDESGFPKPPSYNVATTLPSYDEAERTKTEATIPLVPGRDEDFVGRDDFDDTDQLRIGNDGIFMLTFFMAFLFNWIGFFLSFCLTTSAAGRYGAISGFGLSLIKWILIVRFSTYFPGYFDGQYWLWWVFLVLGFLLFLRGFINYAKVRKMPETFSNLPRTRVLFIY. Result: 0 (no interaction). (4) The miRNA is hsa-miR-4307 with sequence AAUGUUUUUUCCUGUUUCC. The protein sequence of the target gene is MAGGYGVMGDDGSIDYTVHEAWNEATNVYLIVILVSFGLFMYAKRNKRRIMRIFSVPPTEETLSEPNFYDTISKIRLRQQLEMYSISRKYDYQQPQNQADSVQLSLE. Result: 0 (no interaction). (5) The miRNA is hsa-miR-802 with sequence CAGUAACAAAGAUUCAUCCUUGU. The protein sequence of the target gene is MAAAMIWWPRFLLLLCLTCKGSTFYVPGVAPINFHQNDPVEIKAVKLTSSRTQLPYEYYSLPFCQPIKITYKAENLGEVLRGDRIVNTPFQVLMNSEKKCEVLCNQSNKPITLTVEQSRLVAERITEEYYVHLIADNLPVATRLELYSSNRDSDDKKKEKDVQFEHGYRLGFTDVNKIYLHNHLSFILYYHREDMEEDQEHTYRVVRFEVIPQSIRLEDLKTGEKSSCTLPEGANSLPQEIDPTKENQLYFTYSVHWEESDIKWASRWDTYLTMSDVQIHWFSIINSVVVVFFLSGILSM.... Result: 0 (no interaction). (6) The miRNA is cel-miR-253-5p with sequence CUUUUCACACACCUCACUAACA. The protein sequence of the target gene is MAGAAPRVRYLAGFCCPLGGLAAGKPRVLCHEAEVFLSTGSELVYVYDQEGGLLTAAFRFPDQVWHLELLAPRRLLYALCARRGLYCLSLDHPGRSRSTSQDDRDSEDGDQPSPVIPVDPDACILPDAALCAFTLLDSVLVTLVQGPARWKMQLFEQPCPGEDPRPGGQIGEVELSSYTPPAGVPGKPAAPHFLPVLCSVSPSGSRVPHDLLGGSGGFTLEDALFGLLFGADATLLQSPVVLCGLPDGQLCCVILKALVTSRSAPGDPNALVKILHHLEEPVIFIGALKTEPQAAEAAEN.... Result: 0 (no interaction).